Predict the reaction yield, written as a fraction of the theoretical maximum amount of product (1.0 means a 100% yield; for example, 0.34 means a 34% yield). From a dataset of Reaction yield outcomes from USPTO patents with 853,638 reactions. (1) The reactants are [CH3:1][O:2][C:3]([C:5]([C:7]1[CH:12]=[CH:11][CH:10]=[CH:9][CH:8]=1)=[O:6])=[O:4].C=C[C@@H]1[C@@H]2C[C@@H]([C@H](O)C3C4C(=CC=CC=4)N=CC=3)N(CC2)C1.[H][H]. The catalyst is C1(C)C=CC=CC=1. The product is [C:3]([O:2][CH3:1])(=[O:4])[C@@H:5]([C:7]1[CH:12]=[CH:11][CH:10]=[CH:9][CH:8]=1)[OH:6]. The yield is 0.885. (2) The product is [C:1]([O:5][C:6](=[O:20])[N:7]([C:8]1[S:12][C:11]([C:13]2[CH:14]=[N:15][CH:16]=[CH:17][CH:18]=2)=[N:10][C:9]=1[Br:21])[CH3:19])([CH3:4])([CH3:3])[CH3:2]. The reactants are [C:1]([O:5][C:6](=[O:20])[N:7]([CH3:19])[C:8]1[S:12][C:11]([C:13]2[CH:14]=[N:15][CH:16]=[CH:17][CH:18]=2)=[N:10][CH:9]=1)([CH3:4])([CH3:3])[CH3:2].[Br:21]N1C(=O)CCC1=O. The catalyst is C(#N)C. The yield is 0.640. (3) The reactants are [F:1][C:2]1[CH:7]=[CH:6][C:5]([C:8]2[S:9][C:10]([C:13]([C:16]3[CH:21]=[CH:20][N:19]=[CH:18][CH:17]=3)([OH:15])[CH3:14])=[CH:11][N:12]=2)=[CH:4][CH:3]=1.[CH3:22][C:23]1[CH:28]=[CH:27][C:26]([S:29]([OH:32])(=[O:31])=[O:30])=[CH:25][CH:24]=1. The catalyst is C(O)C. The product is [CH3:22][C:23]1[CH:24]=[CH:25][C:26]([S:29]([OH:32])(=[O:31])=[O:30])=[CH:27][CH:28]=1.[F:1][C:2]1[CH:7]=[CH:6][C:5]([C:8]2[S:9][C:10]([C:13]([C:16]3[CH:17]=[CH:18][N:19]=[CH:20][CH:21]=3)([OH:15])[CH3:14])=[CH:11][N:12]=2)=[CH:4][CH:3]=1. The yield is 0.610. (4) The reactants are [F:1][C:2]1[C:7]([C:8]2[N:12](S(C3C=CC=CC=3)(=O)=O)[CH:11]=[C:10]([CH:22]=[O:23])[CH:9]=2)=[CH:6][CH:5]=[CH:4][N:3]=1.[OH-].[Na+]. The catalyst is CO.O1CCCC1.[Cl-].[Na+].O. The product is [F:1][C:2]1[C:7]([C:8]2[NH:12][CH:11]=[C:10]([CH:22]=[O:23])[CH:9]=2)=[CH:6][CH:5]=[CH:4][N:3]=1. The yield is 0.790. (5) The reactants are O=[C:2]([C:6]1[CH:7]=[C:8]2[C:12](=[CH:13][CH:14]=1)[N:11]([Si](C(C)C)(C(C)C)C(C)C)[CH:10]=[CH:9]2)[CH2:3][C:4]#[N:5].O.NN.NC1C=C[NH:31][N:30]=1. The catalyst is CCO. The product is [NH:11]1[C:12]2[C:8](=[CH:7][C:6]([C:2]3[CH:3]=[C:4]([NH2:5])[NH:30][N:31]=3)=[CH:14][CH:13]=2)[CH:9]=[CH:10]1. The yield is 0.410. (6) The reactants are [CH3:1][C:2]1[CH:3]=[C:4]([CH:7]=[C:8]([N+:32]([O-])=O)[C:9]=1[C:10]#[C:11][CH2:12][C:13]([CH2:19][C:20]1([CH3:31])[C:29]2[C:24](=[CH:25][CH:26]=[C:27]([F:30])[CH:28]=2)[O:23][CH2:22][CH2:21]1)([OH:18])[C:14]([F:17])([F:16])[F:15])[C:5]#[N:6]. The catalyst is C(O)C.C(O)(=O)C.C(OCC)(=O)C.[Fe]. The product is [NH2:32][C:8]1[CH:7]=[C:4]([CH:3]=[C:2]([CH3:1])[C:9]=1[C:10]#[C:11][CH2:12][C:13]([CH2:19][C:20]1([CH3:31])[C:29]2[C:24](=[CH:25][CH:26]=[C:27]([F:30])[CH:28]=2)[O:23][CH2:22][CH2:21]1)([OH:18])[C:14]([F:15])([F:16])[F:17])[C:5]#[N:6]. The yield is 0.920.